Dataset: Reaction yield outcomes from USPTO patents with 853,638 reactions. Task: Predict the reaction yield, written as a fraction of the theoretical maximum amount of product (1.0 means a 100% yield; for example, 0.34 means a 34% yield). (1) The reactants are C(=O)([O-])[O-].[K+].[K+].[OH:7][C:8]1[C:9]([CH3:14])=[N:10][CH:11]=[CH:12][CH:13]=1.[CH2:15]([O:17][CH2:18][CH2:19]Cl)[CH3:16].O. The catalyst is CN(C=O)C.C(OCC)(=O)C. The product is [CH2:15]([O:17][CH2:18][CH2:19][O:7][C:8]1[C:9]([CH3:14])=[N:10][CH:11]=[CH:12][CH:13]=1)[CH3:16]. The yield is 0.750. (2) The reactants are [NH2:1][CH2:2][C:3]1[C:4]([NH:20][C@H:21]([C:24]2[CH:29]=[CH:28][C:27]([F:30])=[CH:26][CH:25]=2)[CH2:22][OH:23])=[N:5][C:6]([NH:10][C:11]2[CH:15]=[C:14]([O:16][CH:17]([CH3:19])[CH3:18])[NH:13][N:12]=2)=[C:7]([F:9])[CH:8]=1.[C:31](O)(=[O:33])[CH3:32]. The catalyst is C1COCC1.C(Cl)Cl. The product is [F:9][C:7]1[CH:8]=[C:3]([CH2:2][NH:1][C:31](=[O:33])[CH3:32])[C:4]([NH:20][C@H:21]([C:24]2[CH:29]=[CH:28][C:27]([F:30])=[CH:26][CH:25]=2)[CH2:22][OH:23])=[N:5][C:6]=1[NH:10][C:11]1[CH:15]=[C:14]([O:16][CH:17]([CH3:19])[CH3:18])[NH:13][N:12]=1. The yield is 0.390. (3) The reactants are N[C:2]1[N:21]=[CH:20][C:5]2[CH2:6][CH2:7][CH:8]3[CH2:15][CH2:14][CH:13]([C:16]([O:18][CH3:19])=[O:17])[CH2:12][N:9]3[C:10](=[O:11])[C:4]=2[CH:3]=1.N([O-])=O.[Na+].[NH4+].[OH-].O.N1C=CC=CC=1.[FH:35]. No catalyst specified. The product is [F:35][C:2]1[N:21]=[CH:20][C:5]2[CH2:6][CH2:7][CH:8]3[CH2:15][CH2:14][CH:13]([C:16]([O:18][CH3:19])=[O:17])[CH2:12][N:9]3[C:10](=[O:11])[C:4]=2[CH:3]=1. The yield is 0.660. (4) The reactants are [C:1]([O:4][CH2:5][CH2:6][CH2:7][C:8]1[CH:13]=[CH:12][CH:11]=[C:10]([Br:14])[CH:9]=1)(=[O:3])[CH3:2].[Cl:15][S:16](O)(=[O:18])=[O:17]. The catalyst is C(Cl)(Cl)Cl. The product is [Br:14][C:10]1[CH:11]=[CH:12][C:13]([S:16]([Cl:15])(=[O:18])=[O:17])=[C:8]([CH2:7][CH2:6][CH2:5][O:4][C:1](=[O:3])[CH3:2])[CH:9]=1. The yield is 0.420. (5) The reactants are [N+:1]([C:4]1[CH:45]=[CH:44][C:7]([O:8][CH2:9][C:10]([CH2:33][O:34][C:35]2[CH:40]=[CH:39][C:38]([N+:41]([O-])=O)=[CH:37][CH:36]=2)([CH2:22][O:23][C:24]2[CH:29]=[CH:28][C:27]([N+:30]([O-])=O)=[CH:26][CH:25]=2)[CH2:11][O:12][C:13]2[CH:18]=[CH:17][C:16]([N+:19]([O-])=O)=[CH:15][CH:14]=2)=[CH:6][CH:5]=1)([O-])=O.[H][H]. The catalyst is O1CCCC1.[Pd]. The product is [NH2:19][C:16]1[CH:15]=[CH:14][C:13]([O:12][CH2:11][C:10]([CH2:9][O:8][C:7]2[CH:6]=[CH:5][C:4]([NH2:1])=[CH:45][CH:44]=2)([CH2:22][O:23][C:24]2[CH:29]=[CH:28][C:27]([NH2:30])=[CH:26][CH:25]=2)[CH2:33][O:34][C:35]2[CH:36]=[CH:37][C:38]([NH2:41])=[CH:39][CH:40]=2)=[CH:18][CH:17]=1. The yield is 0.900. (6) The reactants are [F:1][C:2]1[CH:3]=[C:4]([OH:12])[CH:5]=[C:6]([F:11])[C:7]=1[N+:8]([O-:10])=[O:9].C(=O)([O-])[O-].[K+].[K+].[CH2:19](Br)[C:20]1[CH:25]=[CH:24][CH:23]=[CH:22][CH:21]=1.C(OCC)(=O)C. The catalyst is CN(C)C=O.CCCCCC. The product is [CH2:19]([O:12][C:4]1[CH:5]=[C:6]([F:11])[C:7]([N+:8]([O-:10])=[O:9])=[C:2]([F:1])[CH:3]=1)[C:20]1[CH:25]=[CH:24][CH:23]=[CH:22][CH:21]=1. The yield is 0.980. (7) The reactants are [CH:1]([CH:3]1[O:7][CH:6]([O:8][C:9]2[CH:16]=[CH:15][C:12]([C:13]#[N:14])=[CH:11][CH:10]=2)[CH2:5][CH2:4]1)=[O:2].C(=O)([O-])[O-:18].[K+].[K+].OO. No catalyst specified. The product is [CH:1]([C:3]1[O:7][C:6]([O:8][C:9]2[CH:16]=[CH:15][C:12]([C:13]([NH2:14])=[O:18])=[CH:11][CH:10]=2)=[CH:5][CH:4]=1)=[O:2]. The yield is 0.180.